From a dataset of Catalyst prediction with 721,799 reactions and 888 catalyst types from USPTO. Predict which catalyst facilitates the given reaction. Reactant: Cl[C:2]1[C:12]2[CH2:11][CH2:10][N:9]([C:13]3[C:18]([C:19]([F:22])([F:21])[F:20])=[CH:17][CH:16]=[CH:15][N:14]=3)[CH2:8][CH2:7][C:6]=2[N:5]=[C:4]([S:23][CH3:24])[N:3]=1.CSC1N=C(O)C2CCN([C:37]3[C:42]([C:43]([F:46])([F:45])[F:44])=[CH:41][CH:40]=[CH:39][N:38]=3)CCC=2N=1.O=P(Cl)(Cl)Cl.[CH3:54]C#N. Product: [CH3:24][S:23][C:4]1[N:3]=[C:2]([NH:38][C:39]2[CH:40]=[CH:41][C:42]([C:43]([F:44])([F:45])[F:46])=[CH:37][CH:54]=2)[C:12]2[CH2:11][CH2:10][N:9]([C:13]3[C:18]([C:19]([F:22])([F:21])[F:20])=[CH:17][CH:16]=[CH:15][N:14]=3)[CH2:8][CH2:7][C:6]=2[N:5]=1. The catalyst class is: 25.